From a dataset of Experimentally validated miRNA-target interactions with 360,000+ pairs, plus equal number of negative samples. Binary Classification. Given a miRNA mature sequence and a target amino acid sequence, predict their likelihood of interaction. Result: 1 (interaction). The miRNA is hsa-miR-4775 with sequence UUAAUUUUUUGUUUCGGUCACU. The protein sequence of the target gene is MTTEIGWWKLTFLRKKKSTPKVLYEIPDTYAQTEGDAEPPRPDAGGPNSDFNTRLEKIVDKSTKGKHVKVSNSGRFKEKKKVRATLAENPNLFDDHEEGRSSK.